This data is from Catalyst prediction with 721,799 reactions and 888 catalyst types from USPTO. The task is: Predict which catalyst facilitates the given reaction. (1) Reactant: [H-].[Al+3].[Li+].[H-].[H-].[H-].[C:7]([C:9]1[CH:17]=[CH:16][C:12]([C:13](O)=[O:14])=[CH:11][C:10]=1[F:18])#[N:8]. Product: [NH2:8][CH2:7][C:9]1[CH:17]=[CH:16][C:12]([CH2:13][OH:14])=[CH:11][C:10]=1[F:18]. The catalyst class is: 7. (2) Reactant: [Cl:1][C:2]1[CH:3]=[C:4]([C:8]#[C:9][C:10]2[N:11]=[C:12]([CH3:15])[NH:13][CH:14]=2)[CH:5]=[CH:6][CH:7]=1.[O:16]1[CH:20]=[CH:19][C:18](B(O)O)=[CH:17]1. Product: [Cl:1][C:2]1[CH:3]=[C:4]([C:8]#[C:9][C:10]2[N:11]=[C:12]([CH3:15])[N:13]([C:18]3[CH:19]=[CH:20][O:16][CH:17]=3)[CH:14]=2)[CH:5]=[CH:6][CH:7]=1. The catalyst class is: 4. (3) Reactant: [N+:1]([C:4]1[CH:5]=[C:6]2[C:11](=[CH:12][CH:13]=1)[NH:10][CH:9]=[C:8]([C:14]#[N:15])[C:7]2=O)([O-:3])=[O:2].C(Cl)(=O)C([Cl:20])=O.CN(C=O)C. Product: [Cl:20][C:7]1[C:6]2[C:11](=[CH:12][CH:13]=[C:4]([N+:1]([O-:3])=[O:2])[CH:5]=2)[N:10]=[CH:9][C:8]=1[C:14]#[N:15]. The catalyst class is: 26. (4) Reactant: [CH3:1][S-:2].[Na+].[CH:4]12[CH2:13][CH:8]3[CH2:9][CH:10]([CH2:12][CH:6]([CH2:7]3)[CH:5]1[NH:14][C:15]([C:17]1[C:18](Cl)=[N:19][C:20]([Cl:23])=[CH:21][CH:22]=1)=[O:16])[CH2:11]2. Product: [CH:4]12[CH2:13][CH:8]3[CH2:9][CH:10]([CH2:12][CH:6]([CH2:7]3)[CH:5]1[NH:14][C:15]([C:17]1[C:18]([S:2][CH3:1])=[N:19][C:20]([Cl:23])=[CH:21][CH:22]=1)=[O:16])[CH2:11]2. The catalyst class is: 474. (5) Reactant: I[C:2]1[C:10]2[C:5](=[CH:6][CH:7]=[CH:8][CH:9]=2)[N:4]([C:11]([O:13][C:14]([CH3:17])([CH3:16])[CH3:15])=[O:12])[C:3]=1[CH3:18].[B:19]1([B:19]2[O:23][C:22]([CH3:25])([CH3:24])[C:21]([CH3:27])([CH3:26])[O:20]2)[O:23][C:22]([CH3:25])([CH3:24])[C:21]([CH3:27])([CH3:26])[O:20]1.CCN(CC)CC.CC1N(C(OC(C)(C)C)=O)C2C(C=1)=CC=CC=2. Product: [CH3:18][C:3]1[N:4]([C:11]([O:13][C:14]([CH3:17])([CH3:16])[CH3:15])=[O:12])[C:5]2[C:10]([C:2]=1[B:19]1[O:23][C:22]([CH3:25])([CH3:24])[C:21]([CH3:27])([CH3:26])[O:20]1)=[CH:9][CH:8]=[CH:7][CH:6]=2. The catalyst class is: 75. (6) Reactant: [CH2:1]([N:8]1[CH2:13]CCC[C:9]1=O)[C:2]1[CH:7]=[CH:6][CH:5]=[CH:4][CH:3]=1.[OH:15][C:16]([CH3:20])([CH3:19])[C:17]#[N:18].C([O-])([O-])=O.[K+].[K+]. Product: [CH2:1]([N:8]1[CH2:13][CH2:20][C:16]([OH:15])([C:17]#[N:18])[CH2:19][CH2:9]1)[C:2]1[CH:7]=[CH:6][CH:5]=[CH:4][CH:3]=1. The catalyst class is: 621. (7) Reactant: [Br:1][C:2]1[CH:7]=[CH:6][C:5]([C:8]2[N:12]([CH2:13][C:14]3[CH:31]=[CH:30][C:17]([C:18]([NH:20][CH2:21][CH2:22][C:23]([O:25]C(C)(C)C)=[O:24])=[O:19])=[CH:16][CH:15]=3)[N:11]=[C:10]([C:32]3[CH:37]=[C:36]([Cl:38])[CH:35]=[C:34]([Cl:39])[CH:33]=3)[CH:9]=2)=[CH:4][CH:3]=1.FC(F)(F)C(O)=O. Product: [Br:1][C:2]1[CH:7]=[CH:6][C:5]([C:8]2[N:12]([CH2:13][C:14]3[CH:15]=[CH:16][C:17]([C:18]([NH:20][CH2:21][CH2:22][C:23]([OH:25])=[O:24])=[O:19])=[CH:30][CH:31]=3)[N:11]=[C:10]([C:32]3[CH:33]=[C:34]([Cl:39])[CH:35]=[C:36]([Cl:38])[CH:37]=3)[CH:9]=2)=[CH:4][CH:3]=1. The catalyst class is: 2.